From a dataset of Reaction yield outcomes from USPTO patents with 853,638 reactions. Predict the reaction yield, written as a fraction of the theoretical maximum amount of product (1.0 means a 100% yield; for example, 0.34 means a 34% yield). (1) The reactants are C[O:2][C:3]([C@:5]1([CH2:11][O:12][Si:13]([CH:20]([CH3:22])[CH3:21])([CH:17]([CH3:19])[CH3:18])[CH:14]([CH3:16])[CH3:15])[CH2:9][CH2:8][CH2:7][N:6]1[CH3:10])=[O:4].O.[OH-].[Li+].Cl. The catalyst is CO.O. The product is [CH3:10][N:6]1[CH2:7][CH2:8][CH2:9][C@@:5]1([CH2:11][O:12][Si:13]([CH:17]([CH3:19])[CH3:18])([CH:14]([CH3:16])[CH3:15])[CH:20]([CH3:22])[CH3:21])[C:3]([OH:4])=[O:2]. The yield is 0.920. (2) The reactants are [I-].[CH3:2][S+](C)(C)=O.[H-].[Na+].C([O:12][CH2:13][C@@H:14]1[C@@H:21]2[C@@H:17]([O:18][C:19]([CH3:23])([CH3:22])[O:20]2)[C@H:16]([N:24]2[CH:32]=[N:31][C:30]3[C:25]2=[N:26][CH:27]=[N:28][C:29]=3[CH:33]=[CH2:34])[O:15]1)(=O)C.[NH4+].[Cl-]. The catalyst is CS(C)=O. The product is [CH:33]1([C:29]2[N:28]=[CH:27][N:26]=[C:25]3[C:30]=2[N:31]=[CH:32][N:24]3[C@H:16]2[C@@H:17]3[O:18][C:19]([CH3:23])([CH3:22])[O:20][C@@H:21]3[C@@H:14]([CH2:13][OH:12])[O:15]2)[CH2:34][CH2:2]1. The yield is 0.330. (3) The reactants are [BH4-].[Na+].[N:3]([C@@H:6]1[CH2:11][CH2:10][N:9]([C:12]([O:14][CH2:15][C:16]2[CH:21]=[CH:20][CH:19]=[CH:18][CH:17]=2)=[O:13])[CH2:8][C@H:7]1OS(C1C=CC(C)=CC=1)(=O)=O)=[N+]=[N-].N([C@H]1[C@H](OS(C2C=CC(C)=CC=2)(=O)=O)CCN(C(OCC2C=CC=CC=2)=O)C1)=[N+]=[N-].[P:63](Cl)(=[O:70])([O:67][CH2:68][CH3:69])[O:64][CH2:65][CH3:66]. The catalyst is CO.C(Cl)Cl.O. The product is [CH2:65]([O:64][P:63]([N:3]1[CH:7]2[CH:6]1[CH2:11][CH2:10][N:9]([C:12]([O:14][CH2:15][C:16]1[CH:17]=[CH:18][CH:19]=[CH:20][CH:21]=1)=[O:13])[CH2:8]2)([O:67][CH2:68][CH3:69])=[O:70])[CH3:66]. The yield is 0.550. (4) The catalyst is CO.O1CCCC1.[Cl-].[Na+].O.Cl[Pd](Cl)([P](C1C=CC=CC=1)(C1C=CC=CC=1)C1C=CC=CC=1)[P](C1C=CC=CC=1)(C1C=CC=CC=1)C1C=CC=CC=1.[Cu]I.C([O-])([O-])=O.[K+].[K+].C(N(CC)CC)C. The product is [C:14]([O:18][C:19]([NH:21][CH2:22][C:23]1[CH:24]=[C:25]([CH:29]2[CH2:30][CH2:31][N:32]([C:35]([C:37]3[O:38][C:39]([C:9]#[C:8][C:3]4[CH:4]=[CH:5][CH:6]=[CH:7][C:2]=4[F:1])=[CH:40][CH:41]=3)=[O:36])[CH2:33][CH2:34]2)[CH:26]=[CH:27][CH:28]=1)=[O:20])([CH3:17])([CH3:15])[CH3:16]. The reactants are [F:1][C:2]1[CH:7]=[CH:6][CH:5]=[CH:4][C:3]=1[C:8]#[C:9][Si](C)(C)C.[C:14]([O:18][C:19]([NH:21][CH2:22][C:23]1[CH:24]=[C:25]([CH:29]2[CH2:34][CH2:33][N:32]([C:35]([C:37]3[O:38][C:39](Br)=[CH:40][CH:41]=3)=[O:36])[CH2:31][CH2:30]2)[CH:26]=[CH:27][CH:28]=1)=[O:20])([CH3:17])([CH3:16])[CH3:15].C1C(N=NC2C(=O)N(C3C=CC(S([O-])(=O)=O)=CC=3)N=C2C([O-])=O)=CC=C(S([O-])(=O)=O)C=1.[Na+].[Na+].[Na+].SC1N=NN=C(S)C=1S. The yield is 0.550. (5) The reactants are [F:1][C:2]1[CH:3]=[C:4]([CH:6]=[CH:7][C:8]=1[O:9][C:10]1[C:19]2[C:14](=[CH:15][C:16]([O:22][CH2:23][CH2:24][CH2:25][N:26]3[CH2:31][CH2:30][O:29][CH2:28][CH2:27]3)=[C:17]([O:20][CH3:21])[CH:18]=2)[N:13]=[CH:12][CH:11]=1)[NH2:5].[Cl:32][C:33]1[CH:38]=[CH:37][C:36]([N:39]2[CH2:43][CH2:42][CH:41]([C:44](O)=[O:45])[C:40]2=[O:47])=[CH:35][CH:34]=1. No catalyst specified. The product is [Cl:32][C:33]1[CH:38]=[CH:37][C:36]([N:39]2[CH2:43][CH2:42][CH:41]([C:44]([NH:5][C:4]3[CH:6]=[CH:7][C:8]([O:9][C:10]4[C:19]5[C:14](=[CH:15][C:16]([O:22][CH2:23][CH2:24][CH2:25][N:26]6[CH2:31][CH2:30][O:29][CH2:28][CH2:27]6)=[C:17]([O:20][CH3:21])[CH:18]=5)[N:13]=[CH:12][CH:11]=4)=[C:2]([F:1])[CH:3]=3)=[O:45])[C:40]2=[O:47])=[CH:35][CH:34]=1. The yield is 0.550. (6) The reactants are [CH2:1]([O:3][C:4]([C:6]1[CH:10]=[C:9]([O:11][CH:12]2[CH2:17][CH2:16][CH2:15][CH2:14][C:13]2=O)[NH:8][N:7]=1)=[O:5])[CH3:2].CS(O)(=O)=O. The catalyst is C(O)(=O)C.C1(C)C=CC=CC=1. The product is [N:7]1[N:8]2[C:9]([O:11][C:12]3[CH2:17][CH2:16][CH2:15][CH2:14][C:13]=32)=[CH:10][C:6]=1[C:4]([O:3][CH2:1][CH3:2])=[O:5]. The yield is 0.590. (7) The reactants are [CH2:1]([N:8]([CH2:37][C:38]1[CH:43]=[CH:42][CH:41]=[CH:40][CH:39]=1)[CH:9]1[CH2:14][CH2:13][CH:12]([C:15]2[N:19]3[C:20]4[CH:26]=[CH:25][N:24](S(C5C=CC(C)=CC=5)(=O)=O)[C:21]=4[N:22]=[CH:23][C:18]3=[N:17][CH:16]=2)[CH2:11][CH2:10]1)[C:2]1[CH:7]=[CH:6][CH:5]=[CH:4][CH:3]=1.[OH-].[Na+]. The catalyst is O1CCOCC1. The product is [CH2:37]([N:8]([CH2:1][C:2]1[CH:3]=[CH:4][CH:5]=[CH:6][CH:7]=1)[C@H:9]1[CH2:14][CH2:13][C@@H:12]([C:15]2[N:19]3[C:20]4[CH:26]=[CH:25][NH:24][C:21]=4[N:22]=[CH:23][C:18]3=[N:17][CH:16]=2)[CH2:11][CH2:10]1)[C:38]1[CH:43]=[CH:42][CH:41]=[CH:40][CH:39]=1. The yield is 0.240. (8) The reactants are [CH:1]1([N:7]2[C:12]([OH:13])=[C:11]([C:14]([NH:16][CH2:17][C:18]([O:20]CC)=[O:19])=[O:15])[C:10](=[O:23])[N:9]([CH:24]3[CH2:29][CH2:28][CH2:27][CH2:26][CH2:25]3)[C:8]2=[O:30])[CH2:6][CH2:5][CH2:4][CH2:3][CH2:2]1.[OH-].[Na+].Cl. The catalyst is C(O)C.O. The product is [CH:24]1([N:9]2[C:10]([OH:23])=[C:11]([C:14]([NH:16][CH2:17][C:18]([OH:20])=[O:19])=[O:15])[C:12](=[O:13])[N:7]([CH:1]3[CH2:2][CH2:3][CH2:4][CH2:5][CH2:6]3)[C:8]2=[O:30])[CH2:25][CH2:26][CH2:27][CH2:28][CH2:29]1. The yield is 0.780.